Task: Predict the reactants needed to synthesize the given product.. Dataset: Full USPTO retrosynthesis dataset with 1.9M reactions from patents (1976-2016) Given the product [Cl:1][C:2]1[CH:3]=[C:4]([C:12]2[O:16][N:15]=[C:14]([C:17]3[CH:25]=[CH:24][C:23]([CH2:26][CH2:27][C:31]([O:34][CH3:35])=[O:36])=[C:22]4[C:18]=3[CH:19]=[CH:20][N:21]4[CH3:37])[N:13]=2)[CH:5]=[N:6][C:7]=1[O:8][CH:9]([CH3:11])[CH3:10], predict the reactants needed to synthesize it. The reactants are: [Cl:1][C:2]1[CH:3]=[C:4]([C:12]2[O:16][N:15]=[C:14]([C:17]3[CH:25]=[CH:24][C:23]([CH2:26][CH2:27]C(O)=O)=[C:22]4[C:18]=3[CH:19]=[CH:20][NH:21]4)[N:13]=2)[CH:5]=[N:6][C:7]=1[O:8][CH:9]([CH3:11])[CH3:10].[C:31](=[O:36])([O:34][CH3:35])OC.[CH2:37]1N2CCN(CC2)C1.